Dataset: Forward reaction prediction with 1.9M reactions from USPTO patents (1976-2016). Task: Predict the product of the given reaction. Given the reactants [NH:1]1[C:9]2[C:4](=[CH:5][CH:6]=[CH:7][CH:8]=2)[C:3]([NH2:10])=[N:2]1.C([O-])([O-])=O.[K+].[K+].Br[CH2:18][C:19]([O:21][CH2:22][CH3:23])=[O:20], predict the reaction product. The product is: [NH:1]1[C:9]2[C:4](=[CH:5][CH:6]=[CH:7][CH:8]=2)[C:3]([NH:10][CH2:18][C:19]([O:21][CH2:22][CH3:23])=[O:20])=[N:2]1.